This data is from Full USPTO retrosynthesis dataset with 1.9M reactions from patents (1976-2016). The task is: Predict the reactants needed to synthesize the given product. (1) Given the product [C:1]1([CH:7]=[CH:8][C:9](=[N:11][CH2:12][C:13]2[CH:18]=[CH:17][CH:16]=[CH:15][CH:14]=2)[Cl:20])[CH:6]=[CH:5][CH:4]=[CH:3][CH:2]=1, predict the reactants needed to synthesize it. The reactants are: [C:1]1([CH:7]=[CH:8][C:9]([NH:11][CH2:12][C:13]2[CH:18]=[CH:17][CH:16]=[CH:15][CH:14]=2)=O)[CH:6]=[CH:5][CH:4]=[CH:3][CH:2]=1.P(Cl)(Cl)(Cl)(Cl)[Cl:20]. (2) Given the product [CH2:1]([O:3][C:4]([C:5]1[C:10](=[O:20])[C:11]2[C:12](=[CH:13][C:14]([Cl:18])=[C:15]([F:17])[CH:16]=2)[N:22]([C:23]2[CH:28]=[CH:27][C:26]([F:29])=[CH:25][N:24]=2)[CH:6]=1)=[O:21])[CH3:2], predict the reactants needed to synthesize it. The reactants are: [CH2:1]([O:3][C:4](=[O:21])[C:5]([C:10](=[O:20])[C:11]1[CH:16]=[C:15]([F:17])[C:14]([Cl:18])=[CH:13][C:12]=1Cl)=[CH:6]OCC)[CH3:2].[NH2:22][C:23]1[CH:28]=[CH:27][C:26]([F:29])=[CH:25][N:24]=1.